The task is: Predict the reactants needed to synthesize the given product.. This data is from Full USPTO retrosynthesis dataset with 1.9M reactions from patents (1976-2016). Given the product [CH3:30][C:31]1[CH:39]=[CH:38][C:34]([C:35]([O-:37])=[O:36])=[CH:33][CH:32]=1.[CH3:1][C@H:2]1[N:7]([CH2:8][C:9]([F:11])([F:12])[F:10])[C:6](=[O:13])[C@@H:5]([NH3+:14])[CH2:4][C@H:3]1[C:22]1[CH:27]=[CH:26][CH:25]=[CH:24][C:23]=1[CH3:28], predict the reactants needed to synthesize it. The reactants are: [CH3:1][C@H:2]1[N:7]([CH2:8][C:9]([F:12])([F:11])[F:10])[C:6](=[O:13])[CH:5]([NH:14]C(=O)OC(C)(C)C)[CH2:4][C@H:3]1[C:22]1[CH:27]=[CH:26][CH:25]=[CH:24][C:23]=1[CH3:28].Cl.[CH3:30][C:31]1[CH:39]=[CH:38][C:34]([C:35]([OH:37])=[O:36])=[CH:33][CH:32]=1.